Dataset: Full USPTO retrosynthesis dataset with 1.9M reactions from patents (1976-2016). Task: Predict the reactants needed to synthesize the given product. (1) The reactants are: [C:1]([O:5][C:6]([NH:8][CH:9]([CH:18]1[CH2:22][CH2:21][C:20](=[O:23])[O:19]1)[CH2:10][C@H:11]([CH3:17])[CH2:12][CH2:13]C(O)=O)=[O:7])([CH3:4])([CH3:3])[CH3:2].N1C=CC=CC=1.O. Given the product [C:1]([O:5][C:6](=[O:7])[NH:8][C@H:9]([CH:18]1[CH2:22][CH2:21][C:20](=[O:23])[O:19]1)[CH2:10][CH:11]([CH3:17])[CH:12]=[CH2:13])([CH3:2])([CH3:3])[CH3:4], predict the reactants needed to synthesize it. (2) Given the product [CH3:1][O:2][C:3](=[O:23])[CH2:4][CH2:5][C:6]1[CH:11]=[CH:10][C:9]([O:12][C:13]2[CH:14]=[C:15]([CH3:24])[CH:16]=[C:17]([C:19]#[N:20])[CH:18]=2)=[CH:8][C:7]=1[CH3:22], predict the reactants needed to synthesize it. The reactants are: [CH3:1][O:2][C:3](=[O:23])[CH2:4][CH2:5][C:6]1[CH:11]=[CH:10][C:9]([O:12][C:13]2[CH:18]=[C:17]([C:19]#[N:20])[CH:16]=[C:15](Br)[CH:14]=2)=[CH:8][C:7]=1[CH3:22].[CH3:24]B1OB(C)OB(C)O1.C([O-])([O-])=O.[K+].[K+]. (3) Given the product [OH:49][CH2:50][CH2:51][N+:52]([CH3:55])([CH3:54])[CH3:53].[F:1][C:2]1[CH:3]=[C:4]2[C:9](=[C:10]([O:21][CH3:22])[C:11]=1[N:12]1[CH2:17][CH2:16][CH:15]([C:18]([O-:20])=[O:19])[CH2:14][CH2:13]1)[N:8]([CH2:23][C:24]([F:27])([F:25])[F:26])[CH:7]=[C:6]([C:28]([NH:30][CH2:31][C:32]1[CH:37]=[CH:36][C:35]([O:38][C:39]([F:40])([F:41])[F:42])=[CH:34][C:33]=1[CH3:43])=[O:29])[C:5]2=[O:44], predict the reactants needed to synthesize it. The reactants are: [F:1][C:2]1[CH:3]=[C:4]2[C:9](=[C:10]([O:21][CH3:22])[C:11]=1[N:12]1[CH2:17][CH2:16][CH:15]([C:18]([OH:20])=[O:19])[CH2:14][CH2:13]1)[N:8]([CH2:23][C:24]([F:27])([F:26])[F:25])[CH:7]=[C:6]([C:28]([NH:30][CH2:31][C:32]1[CH:37]=[CH:36][C:35]([O:38][C:39]([F:42])([F:41])[F:40])=[CH:34][C:33]=1[CH3:43])=[O:29])[C:5]2=[O:44].C(#N)C.[OH-].[OH:49][CH2:50][CH2:51][N+:52]([CH3:55])([CH3:54])[CH3:53]. (4) Given the product [Cl:1][C:2]1[N:7]=[C:6]([C:9]2[CH:14]=[CH:13][CH:12]=[CH:11][CH:10]=2)[CH:5]=[CH:4][N:3]=1, predict the reactants needed to synthesize it. The reactants are: [Cl:1][C:2]1[N:7]=[C:6](Cl)[CH:5]=[CH:4][N:3]=1.[C:9]1(B(O)O)[CH:14]=[CH:13][CH:12]=[CH:11][CH:10]=1.C([O-])([O-])=O.[Na+].[Na+].CCO. (5) Given the product [NH2:1][C:2]1[C:3]2[N:4]([C:8]([C@@H:28]3[CH2:32][CH2:31][CH2:30][N:29]3[C:38](=[O:39])/[CH:37]=[CH:36]/[CH2:35][O:34][CH3:33])=[N:9][C:10]=2[C:11]2[CH:27]=[CH:26][C:14]([C:15]([NH:17][C:18]3[CH:23]=[C:22]([CH2:24][CH3:25])[CH:21]=[CH:20][N:19]=3)=[O:16])=[CH:13][CH:12]=2)[CH:5]=[CH:6][N:7]=1, predict the reactants needed to synthesize it. The reactants are: [NH2:1][C:2]1[C:3]2[N:4]([C:8]([C@@H:28]3[CH2:32][CH2:31][CH2:30][NH:29]3)=[N:9][C:10]=2[C:11]2[CH:27]=[CH:26][C:14]([C:15]([NH:17][C:18]3[CH:23]=[C:22]([CH2:24][CH3:25])[CH:21]=[CH:20][N:19]=3)=[O:16])=[CH:13][CH:12]=2)[CH:5]=[CH:6][N:7]=1.[CH3:33][O:34][CH2:35]/[CH:36]=[CH:37]/[C:38](O)=[O:39]. (6) Given the product [CH3:23][C:2]([CH3:1])([O:4][C:5]([NH:7][C@H:8]([CH2:13][C:14]1[CH:19]=[C:18]([F:20])[C:17]([F:21])=[CH:16][C:15]=1[F:22])[CH2:9][C:10]([N:33]1[CH2:34][CH2:35][C:36]2[CH:41]=[N:40][C:39]([C:42]([F:45])([F:43])[F:44])=[N:38][C:37]=2[CH:32]1[CH2:25][C:26]1[CH:31]=[CH:30][CH:29]=[CH:28][CH:27]=1)=[O:12])=[O:6])[CH3:3], predict the reactants needed to synthesize it. The reactants are: [CH3:1][C:2]([CH3:23])([O:4][C:5]([NH:7][C@H:8]([CH2:13][C:14]1[CH:19]=[C:18]([F:20])[C:17]([F:21])=[CH:16][C:15]=1[F:22])[CH2:9][C:10]([OH:12])=O)=[O:6])[CH3:3].Cl.[CH2:25]([CH:32]1[C:37]2[N:38]=[C:39]([C:42]([F:45])([F:44])[F:43])[N:40]=[CH:41][C:36]=2[CH2:35][CH2:34][NH:33]1)[C:26]1[CH:31]=[CH:30][CH:29]=[CH:28][CH:27]=1.C(Cl)CCl.CN1CCOCC1. (7) Given the product [ClH:39].[ClH:39].[Cl:39][C:28]1[CH:29]=[N:30][C:31]2[C:36]([C:27]=1[CH:25]([OH:26])[CH2:24][CH2:23][C:10]1([CH2:9][OH:8])[CH2:15][CH2:14][NH:13][CH2:12][CH2:11]1)=[CH:35][C:34]([O:37][CH3:38])=[CH:33][CH:32]=2, predict the reactants needed to synthesize it. The reactants are: [Si]([O:8][CH2:9][C:10]1([CH2:23][CH2:24][CH:25]([C:27]2[C:36]3[C:31](=[CH:32][CH:33]=[C:34]([O:37][CH3:38])[CH:35]=3)[N:30]=[CH:29][C:28]=2[Cl:39])[OH:26])[CH2:15][CH2:14][N:13](C(OC(C)(C)C)=O)[CH2:12][CH2:11]1)(C(C)(C)C)(C)C.C(OCC)C.